Dataset: Full USPTO retrosynthesis dataset with 1.9M reactions from patents (1976-2016). Task: Predict the reactants needed to synthesize the given product. (1) Given the product [CH3:34][N:32]1[CH:33]=[C:29]([CH2:28][N:25]2[CH2:24][CH2:23][N:22]([C:17]3[C:16]([C:6]4[CH:7]=[CH:8][CH:9]=[C:4]([O:3][C:2]([F:14])([F:13])[F:1])[CH:5]=4)=[N:21][CH:20]=[CH:19][N:18]=3)[CH2:27][CH2:26]2)[C:30]([CH3:35])=[N:31]1, predict the reactants needed to synthesize it. The reactants are: [F:1][C:2]([F:14])([F:13])[O:3][C:4]1[CH:5]=[C:6](B(O)O)[CH:7]=[CH:8][CH:9]=1.Cl[C:16]1[C:17]([N:22]2[CH2:27][CH2:26][N:25]([CH2:28][C:29]3[C:30]([CH3:35])=[N:31][N:32]([CH3:34])[CH:33]=3)[CH2:24][CH2:23]2)=[N:18][CH:19]=[CH:20][N:21]=1.CN(C)C(=O)C.C(=O)([O-])[O-].[K+].[K+]. (2) Given the product [F:26][C:23]([F:24])([F:25])[S:20]([N-:19][S:16]([C:12]([F:13])([F:14])[F:15])(=[O:17])=[O:18])(=[O:21])=[O:22].[OH:2][CH2:3][CH2:4][N+:5]1[CH:9]=[CH:8][N:7]([CH3:10])[CH:6]=1, predict the reactants needed to synthesize it. The reactants are: [Br-].[OH:2][CH2:3][CH2:4][N+:5]1[CH:9]=[CH:8][N:7]([CH3:10])[CH:6]=1.[Li+].[C:12]([S:16]([N-:19][S:20]([C:23]([F:26])([F:25])[F:24])(=[O:22])=[O:21])(=[O:18])=[O:17])([F:15])([F:14])[F:13]. (3) Given the product [NH2:5][C:6]1[CH:11]=[CH:10][C:9]([S:12]([NH:13][C:14]2[S:15][CH:16]=[CH:17][N:18]=2)(=[O:20])=[O:19])=[CH:8][C:7]=1[F:21], predict the reactants needed to synthesize it. The reactants are: FC(F)(F)C([NH:5][C:6]1[CH:11]=[CH:10][C:9]([S:12](=[O:20])(=[O:19])[NH:13][C:14]2[S:15][CH:16]=[CH:17][N:18]=2)=[CH:8][C:7]=1[F:21])=O.[OH-].[Na+].Cl. (4) Given the product [O:1]=[CH:2][C:3]1[CH:11]=[CH:10][C:8]([OH:9])=[C:5]([O:6][CH3:7])[CH:4]=1.[CH3:12][N:13]([C:15](=[CH:18][C:19]1[CH:20]=[CH:21][CH:22]=[CH:23][CH:24]=1)[CH:16]=[O:17])[CH3:14].[CH:25]1[C:30]([CH:31]2[O:41][C:40]3[CH:39]=[C:38]([OH:42])[CH:37]=[C:36]([OH:43])[C:35]=3[CH2:33][CH:32]2[OH:44])=[CH:29][C:28]([OH:45])=[C:27]([OH:46])[CH:26]=1, predict the reactants needed to synthesize it. The reactants are: [O:1]=[CH:2][C:3]1[CH:11]=[CH:10][C:8]([OH:9])=[C:5]([O:6][CH3:7])[CH:4]=1.[CH3:12][N:13]([C:15](=[CH:18][C:19]1[CH:24]=[CH:23][CH:22]=[CH:21][CH:20]=1)[CH:16]=[O:17])[CH3:14].[CH:25]1[C:30]([CH:31]2[O:41][C:40]3[CH:39]=[C:38]([OH:42])[CH:37]=[C:36]([OH:43])[C:35]=3[C:33](=O)[CH:32]2[OH:44])=[CH:29][C:28]([OH:45])=[C:27]([OH:46])[CH:26]=1. (5) Given the product [C:63]([N:60]1[CH2:61][CH2:62][CH:57]([C:40]2[CH:39]=[CH:38][C:37]([C:34]([NH2:35])=[O:36])=[C:42]([NH:43][C:44]3[CH:45]=[CH:46][C:47]([CH2:50][CH2:51][N:52]4[CH2:53][CH2:54][CH2:55][CH2:56]4)=[CH:48][CH:49]=3)[N:41]=2)[CH2:58][CH2:59]1)(=[O:64])[CH:2]=[CH2:3], predict the reactants needed to synthesize it. The reactants are: Cl[C:2]1N=C(Cl)C=C[C:3]=1C(N)=O.CC1(C)C(C)(C)OB(C2CCN(C(OC(C)(C)C)=O)CC=2)O1.[C:34]([C:37]1[CH:38]=[CH:39][C:40]([C:57]2[CH2:62][CH2:61][N:60]([C:63](OC(C)(C)C)=[O:64])[CH2:59][CH:58]=2)=[N:41][C:42]=1[NH:43][C:44]1[CH:49]=[CH:48][C:47]([CH2:50][CH2:51][N:52]2[CH2:56][CH2:55][CH2:54][CH2:53]2)=[CH:46][CH:45]=1)(=[O:36])[NH2:35].